This data is from Peptide-MHC class II binding affinity with 134,281 pairs from IEDB. The task is: Regression. Given a peptide amino acid sequence and an MHC pseudo amino acid sequence, predict their binding affinity value. This is MHC class II binding data. The peptide sequence is KLKIQNVIIDECYGA. The MHC is DRB1_0404 with pseudo-sequence DRB1_0404. The binding affinity (normalized) is 0.200.